From a dataset of Full USPTO retrosynthesis dataset with 1.9M reactions from patents (1976-2016). Predict the reactants needed to synthesize the given product. Given the product [OH:8][C:4]1[C:3]([CH3:9])=[C:2]([CH:7]=[CH:6][CH:5]=1)[C:11]#[N:12], predict the reactants needed to synthesize it. The reactants are: Br[C:2]1[C:3]([CH3:9])=[C:4]([OH:8])[CH:5]=[CH:6][CH:7]=1.[Cu][C:11]#[N:12].O.